This data is from Catalyst prediction with 721,799 reactions and 888 catalyst types from USPTO. The task is: Predict which catalyst facilitates the given reaction. (1) Reactant: [CH3:1][N:2]([CH3:16])[C:3]1[C:12]2[C:7](=[CH:8][CH:9]=[CH:10][CH:11]=2)[C:6]([C:13]([OH:15])=O)=[CH:5][CH:4]=1.ON1[C:22](=[O:23])[CH2:21][CH2:20][C:19]1=O.C1(N=C=[N:33][CH:34]2CCCCC2)CCCCC1.C1(/C=C/C=C/[C:50](Cl)=[O:51])C=CC=CC=1.C(N(CC)CC)C. Product: [CH3:50][O:51][C:22](=[O:23])[CH2:21][CH2:20][CH2:19][CH2:34][NH:33][C:13]([C:6]1[C:7]2[C:12](=[CH:11][CH:10]=[CH:9][CH:8]=2)[C:3]([N:2]([CH3:1])[CH3:16])=[CH:4][CH:5]=1)=[O:15]. The catalyst class is: 2. (2) Reactant: [CH3:1][O:2][C:3]([CH:5]1[CH2:10][N:9](C(OCC2C=CC=CC=2)=O)[CH2:8][CH2:7][N:6]1[C:21]([O:23][C:24]([CH3:27])([CH3:26])[CH3:25])=[O:22])=[O:4]. Product: [CH3:1][O:2][C:3]([CH:5]1[CH2:10][NH:9][CH2:8][CH2:7][N:6]1[C:21]([O:23][C:24]([CH3:27])([CH3:26])[CH3:25])=[O:22])=[O:4]. The catalyst class is: 19. (3) The catalyst class is: 138. Product: [BrH:33].[F:1][C:2]1[CH:7]=[C:6]([N:8]2[CH2:12][C@H:11]([CH2:13][NH:14][C:15](=[O:17])[CH3:16])[O:10][C:9]2=[O:18])[CH:5]=[CH:4][C:3]=1[C:19]1[CH:24]=[CH:23][C:22]([CH2:25][NH:26][CH2:27][C:28]2[NH:29][N:30]=[N:31][CH:32]=2)=[CH:21][CH:20]=1. Reactant: [F:1][C:2]1[CH:7]=[C:6]([N:8]2[CH2:12][CH:11]([CH2:13][NH:14][C:15](=[O:17])[CH3:16])[O:10][C:9]2=[O:18])[CH:5]=[CH:4][C:3]=1[C:19]1[CH:24]=[CH:23][C:22]([CH2:25][NH:26][CH2:27][C:28]2[N:29]=[N:30][NH:31][CH:32]=2)=[CH:21][CH:20]=1.[BrH:33].C(O)(C)C. (4) Reactant: [C:1]1([NH2:8])[CH:6]=[CH:5][CH:4]=[CH:3][C:2]=1[NH2:7].[CH:9]1([N:17]2[CH2:22][CH2:21][C:20](=O)[CH2:19][CH2:18]2)[CH2:16][CH2:15][CH2:14][CH2:13][CH2:12][CH2:11][CH2:10]1.C(O)(=O)C.C(O[BH-](OC(=O)C)OC(=O)C)(=O)C.[Na+]. Product: [CH:9]1([N:17]2[CH2:22][CH2:21][CH:20]([NH:7][C:2]3[C:1]([NH2:8])=[CH:6][CH:5]=[CH:4][CH:3]=3)[CH2:19][CH2:18]2)[CH2:16][CH2:15][CH2:14][CH2:13][CH2:12][CH2:11][CH2:10]1. The catalyst class is: 26. (5) Reactant: C[C:2]1[C:3]([O:15][CH3:16])=[C:4]([O:13][CH3:14])[C:5]([O:11]C)=[C:6]([CH:10]=1)[C:7]([OH:9])=[O:8].B(Cl)(Cl)Cl.[CH3:21]CO. Product: [CH3:21][O:9][C:7](=[O:8])[C:6]1[CH:10]=[CH:2][C:3]([O:15][CH3:16])=[C:4]([O:13][CH3:14])[C:5]=1[OH:11]. The catalyst class is: 2. (6) Reactant: [OH:1][CH:2]([C:22]1[CH:27]=[CH:26][C:25]([C:28]([F:31])([F:30])[F:29])=[CH:24][CH:23]=1)[C:3]1[CH:4]=[N:5][CH:6]=[CH:7][C:8]=1/[CH:9]=[CH:10]/[N:11]1[C:19](=[O:20])[C:18]2[C:13](=[CH:14][CH:15]=[CH:16][CH:17]=2)[C:12]1=[O:21]. Product: [OH:1][CH:2]([C:22]1[CH:23]=[CH:24][C:25]([C:28]([F:30])([F:31])[F:29])=[CH:26][CH:27]=1)[C:3]1[CH:4]=[N:5][CH:6]=[CH:7][C:8]=1[CH2:9][CH2:10][N:11]1[C:12](=[O:21])[C:13]2[C:18](=[CH:17][CH:16]=[CH:15][CH:14]=2)[C:19]1=[O:20]. The catalyst class is: 19. (7) Reactant: C[O:2][C:3](=[O:17])[C:4]1[CH:9]=[C:8]([C:10](=[O:12])[CH3:11])[CH:7]=[CH:6][C:5]=1[O:13][CH:14]([CH3:16])[CH3:15].[OH-].[Na+]. Product: [C:10]([C:8]1[CH:7]=[CH:6][C:5]([O:13][CH:14]([CH3:16])[CH3:15])=[C:4]([CH:9]=1)[C:3]([OH:17])=[O:2])(=[O:12])[CH3:11]. The catalyst class is: 1.